This data is from Peptide-MHC class I binding affinity with 185,985 pairs from IEDB/IMGT. The task is: Regression. Given a peptide amino acid sequence and an MHC pseudo amino acid sequence, predict their binding affinity value. This is MHC class I binding data. The peptide sequence is ELFARSSDPR. The MHC is HLA-B07:02 with pseudo-sequence HLA-B07:02. The binding affinity (normalized) is 0.0847.